This data is from Catalyst prediction with 721,799 reactions and 888 catalyst types from USPTO. The task is: Predict which catalyst facilitates the given reaction. (1) Reactant: [CH3:1][C:2]1([CH3:25])[CH2:11][CH2:10][C:9]([CH3:13])([CH3:12])[C:8]2[CH:7]=[C:6]([C:14]3[CH:18]=[C:17]([CH:19]4[CH2:24][CH2:23][NH:22][CH2:21][CH2:20]4)[O:16][N:15]=3)[CH:5]=[CH:4][C:3]1=2.C([O:29][CH2:30][CH2:31][CH2:32][CH2:33]Br)(=O)C.[OH-].[Na+]. Product: [CH3:1][C:2]1([CH3:25])[CH2:11][CH2:10][C:9]([CH3:12])([CH3:13])[C:8]2[CH:7]=[C:6]([C:14]3[CH:18]=[C:17]([CH:19]4[CH2:24][CH2:23][N:22]([CH2:33][CH2:32][CH2:31][CH2:30][OH:29])[CH2:21][CH2:20]4)[O:16][N:15]=3)[CH:5]=[CH:4][C:3]1=2. The catalyst class is: 5. (2) Reactant: Cl.[CH3:2][CH:3]([O:5][C:6]1[CH:11]=[CH:10][C:9]([C:12]2[C:16]([CH:17]=[O:18])=[CH:15][NH:14][N:13]=2)=[CH:8][CH:7]=1)[CH3:4].[C:19]([O-])([O-])=O.[K+].[K+].CI.O. Product: [CH:3]([O:5][C:6]1[CH:11]=[CH:10][C:9]([C:12]2[N:13]([CH3:19])[N:14]=[CH:15][C:16]=2[CH:17]=[O:18])=[CH:8][CH:7]=1)([CH3:2])[CH3:4]. The catalyst class is: 10. (3) Reactant: CS[C:3]([N:7]1[CH2:11][CH:10]([CH2:12][CH3:13])[CH:9]=[N:8]1)=[N:4][CH2:5][CH3:6].[N:14]1([S:20]([NH2:23])(=[O:22])=[O:21])[CH2:19][CH2:18][CH2:17][CH2:16][CH2:15]1. Product: [CH2:5]([NH:4][C:3]([N:7]1[CH2:11][CH:10]([CH2:12][CH3:13])[CH:9]=[N:8]1)=[N:23][S:20]([N:14]1[CH2:19][CH2:18][CH2:17][CH2:16][CH2:15]1)(=[O:22])=[O:21])[CH3:6]. The catalyst class is: 10. (4) Product: [CH3:17][C:18]([CH3:21])([CH3:20])[CH2:19][CH:7]([C:6]1[CH:5]=[C:4]([C:9]2[CH:14]=[CH:13][CH:12]=[CH:11][CH:10]=2)[O:3][C:2]=1[CH3:1])[OH:8]. The catalyst class is: 7. Reactant: [CH3:1][C:2]1[O:3][C:4]([C:9]2[CH:14]=[CH:13][CH:12]=[CH:11][CH:10]=2)=[CH:5][C:6]=1[CH:7]=[O:8].Cl[Mg][CH2:17][C:18]([CH3:21])([CH3:20])[CH3:19].O1CCCC1.Cl.O. (5) The catalyst class is: 12. Product: [CH3:1][O:2][CH2:3][C:4]1[CH:9]=[C:8]([C:10]2[O:14][N:13]=[C:12]([C:15]3[CH:16]=[CH:17][C:18]([CH2:21][N:22]([CH3:31])[CH2:23][C:24]([OH:26])=[O:25])=[N:19][CH:20]=3)[N:11]=2)[CH:7]=[CH:6][C:5]=1[C:32]1[CH:37]=[CH:36][CH:35]=[CH:34][C:33]=1[CH3:38]. Reactant: [CH3:1][O:2][CH2:3][C:4]1[CH:9]=[C:8]([C:10]2[O:14][N:13]=[C:12]([C:15]3[CH:16]=[CH:17][C:18]([CH2:21][N:22]([CH3:31])[CH2:23][C:24]([O:26]C(C)(C)C)=[O:25])=[N:19][CH:20]=3)[N:11]=2)[CH:7]=[CH:6][C:5]=1[C:32]1[CH:37]=[CH:36][CH:35]=[CH:34][C:33]=1[CH3:38].Cl. (6) Reactant: [Cl:1][C:2]1[CH:7]=[CH:6][C:5]([C:8]2[S:12][C:11]([C:13]([O:15]C)=O)=[C:10](/[N:17]=[CH:18]/[N:19]([CH3:21])C)[CH:9]=2)=[CH:4][CH:3]=1.NC1[CH:37]=[CH:36][C:26]([O:27][CH2:28][C:29]2([OH:35])[CH2:32][C:31]([F:34])([F:33])[CH2:30]2)=[C:25]([O:38][CH3:39])[CH:24]=1.C1(O)C=CC=CC=1. Product: [Cl:1][C:2]1[CH:3]=[CH:4][C:5]([C:8]2[S:12][C:11]3[C:13](=[O:15])[N:19]([C:21]4[CH:37]=[CH:36][C:26]([O:27][CH2:28][C:29]5([OH:35])[CH2:30][C:31]([F:34])([F:33])[CH2:32]5)=[C:25]([O:38][CH3:39])[CH:24]=4)[CH:18]=[N:17][C:10]=3[CH:9]=2)=[CH:6][CH:7]=1. The catalyst class is: 5. (7) The catalyst class is: 4. Reactant: [CH3:1][O:2][C:3]1[CH:4]=[C:5]2[C:16](=[CH:17][CH:18]=1)[C:8]1([CH2:13][CH2:12][CH2:11][CH:10]([CH2:14][NH2:15])[NH:9]1)[CH2:7][CH2:6]2.[CH3:19]OC(OC)N(C)C. Product: [CH3:1][O:2][C:3]1[CH:4]=[C:5]2[C:16](=[CH:17][CH:18]=1)[C:8]1([N:9]3[CH:19]=[N:15][CH2:14][CH:10]3[CH2:11][CH2:12][CH2:13]1)[CH2:7][CH2:6]2.